Dataset: Full USPTO retrosynthesis dataset with 1.9M reactions from patents (1976-2016). Task: Predict the reactants needed to synthesize the given product. (1) Given the product [F:1][CH:2]([CH3:35])[CH2:3][N:4]([S:26]([C:29]1[CH:30]=[N:31][CH:32]=[CH:33][CH:34]=1)(=[O:28])=[O:27])[C:5]1[CH:13]=[C:12]2[C:8]([CH2:9][CH2:10][CH2:11]2)=[CH:7][C:6]=1[O:14][CH2:15][C:16]1[CH:25]=[CH:24][C:19]([C:20]([OH:22])=[O:21])=[CH:18][N:17]=1, predict the reactants needed to synthesize it. The reactants are: [F:1][CH:2]([CH3:35])[CH2:3][N:4]([S:26]([C:29]1[CH:30]=[N:31][CH:32]=[CH:33][CH:34]=1)(=[O:28])=[O:27])[C:5]1[CH:13]=[C:12]2[C:8]([CH2:9][CH2:10][CH2:11]2)=[CH:7][C:6]=1[O:14][CH2:15][C:16]1[CH:25]=[CH:24][C:19]([C:20]([O:22]C)=[O:21])=[CH:18][N:17]=1.[OH-].[Na+]. (2) Given the product [Cl:1][C:2]1[N:11]=[C:10]([N:20]2[CH2:21][CH2:22][C@H:18]([NH:17][C:14](=[O:16])[CH3:15])[CH2:19]2)[C:9]2[C:4](=[CH:5][CH:6]=[CH:7][C:8]=2[CH3:13])[N:3]=1, predict the reactants needed to synthesize it. The reactants are: [Cl:1][C:2]1[N:11]=[C:10](Cl)[C:9]2[C:4](=[CH:5][CH:6]=[CH:7][C:8]=2[CH3:13])[N:3]=1.[C:14]([NH:17][C@H:18]1[CH2:22][CH2:21][NH:20][CH2:19]1)(=[O:16])[CH3:15].